This data is from Catalyst prediction with 721,799 reactions and 888 catalyst types from USPTO. The task is: Predict which catalyst facilitates the given reaction. (1) Reactant: [CH3:1][O:2][C:3]1[CH:12]=[C:11]2[C:6]([CH:7]=[C:8]([C:18]([OH:20])=O)[C:9]([C:13]3[CH:17]=[CH:16][S:15][CH:14]=3)=[N:10]2)=[CH:5][CH:4]=1.C[NH3+].F[P-](F)(F)(F)(F)F.N1(OC(N(C)C)=[N+](C)C)C2N=CC=CC=2N=N1.F[P-](F)(F)(F)(F)F.CN(C=O)C.[F:59][C:60]([F:70])([F:69])[C:61]1[CH:66]=[CH:65][C:64]([CH2:67][NH2:68])=[CH:63][CH:62]=1. Product: [CH3:1][O:2][C:3]1[CH:12]=[C:11]2[C:6]([CH:7]=[C:8]([C:18]([NH:68][CH2:67][C:64]3[CH:63]=[CH:62][C:61]([C:60]([F:59])([F:69])[F:70])=[CH:66][CH:65]=3)=[O:20])[C:9]([C:13]3[CH:17]=[CH:16][S:15][CH:14]=3)=[N:10]2)=[CH:5][CH:4]=1. The catalyst class is: 316. (2) Reactant: C([C:3]1[CH:8]=[CH:7][C:6]([C:9]2[CH:14]=[CH:13][CH:12]=[C:11]([C:15]#[N:16])[CH:10]=2)=[CH:5][C:4]=1[B:17]1[O:21]C(C)(C)[C:19](C)(C)[O:18]1)=O.[BH4-].[Na+]. Product: [OH:21][B:17]1[C:4]2[CH:5]=[C:6]([C:9]3[CH:10]=[C:11]([CH:12]=[CH:13][CH:14]=3)[C:15]#[N:16])[CH:7]=[CH:8][C:3]=2[CH2:19][O:18]1. The catalyst class is: 5.